Dataset: Cav3 T-type calcium channel HTS with 100,875 compounds. Task: Binary Classification. Given a drug SMILES string, predict its activity (active/inactive) in a high-throughput screening assay against a specified biological target. (1) The compound is O=C(C1C2(C1(C#N)C#N)CCN(CC2)C(OCC)=O)C12CC3CC(C1)CC(C2)C3. The result is 0 (inactive). (2) The molecule is O1C2(OCC1)CCN(CC2)c1ncnc2n(nnc12)Cc1ccccc1. The result is 0 (inactive). (3) The compound is O=c1n(CCCCCCCCCCn2cc(c(=O)[nH]c2=O)C(=O)C)cc(c(=O)[nH]1)C(=O)C. The result is 0 (inactive).